Dataset: Catalyst prediction with 721,799 reactions and 888 catalyst types from USPTO. Task: Predict which catalyst facilitates the given reaction. (1) Reactant: Cl[C:2]1[N:11]=[C:10]([NH:12][CH2:13][CH:14]([C:21]2[CH:26]=[CH:25][CH:24]=[CH:23][CH:22]=2)[C:15]2[N:20]=[CH:19][CH:18]=[CH:17][N:16]=2)[C:9]2[C:4](=[CH:5][CH:6]=[CH:7][CH:8]=2)[N:3]=1.CC1(C)C(C)(C)OB([C:35]2[CH:36]=[N:37][C:38]([NH2:41])=[N:39][CH:40]=2)O1.C(NC1C2C(=CC=CC=2)N=C(C2SC3C=CC=CC=3C=2)N=1)(C1C=CC=CC=1)C1C=CC=CC=1. Product: [NH2:41][C:38]1[N:39]=[CH:40][C:35]([C:2]2[N:11]=[C:10]([NH:12][CH2:13][CH:14]([C:21]3[CH:26]=[CH:25][CH:24]=[CH:23][CH:22]=3)[C:15]3[N:20]=[CH:19][CH:18]=[CH:17][N:16]=3)[C:9]3[C:4](=[CH:5][CH:6]=[CH:7][CH:8]=3)[N:3]=2)=[CH:36][N:37]=1. The catalyst class is: 147. (2) Reactant: Cl.[Br:2][C:3]1[CH:4]=[CH:5][C:6](=[C:9]2C(=O)O[C:12](C)(C)[O:11][C:10]2=[O:18])[NH:7][CH:8]=1. The catalyst class is: 12. Product: [CH3:12][O:11][C:10](=[O:18])[CH2:9][C:6]1[CH:5]=[CH:4][C:3]([Br:2])=[CH:8][N:7]=1. (3) Reactant: [C:1]([O:5][C:6]([C@@H]1CC[C@@](N)(C(O)=O)C1)=[O:7])([CH3:4])([CH3:3])[CH3:2].[NH2:17][C:18]1[CH:27]=[CH:26][C:25]2[C:20](=[CH:21][CH:22]=[CH:23][CH:24]=2)[N:19]=1.CCN=C=NCCCN(C)C.[CH:39]1[CH:40]=[CH:41][C:42]2N(O)N=[N:45][C:43]=2[CH:44]=1.C(N(C(C)C)CC)(C)C.CN(C=[O:62])C. Product: [C:1]([O:5][C:6](=[O:7])[NH:45][C@H:43]1[CH2:42][CH2:41][C@@H:40]([C:39](=[O:62])[NH:17][C:18]2[CH:27]=[CH:26][C:25]3[C:20](=[CH:21][CH:22]=[CH:23][CH:24]=3)[N:19]=2)[CH2:44]1)([CH3:4])([CH3:3])[CH3:2]. The catalyst class is: 13. (4) Reactant: [N+:1]([O-])([OH:3])=[O:2].[Cl:5][C:6]1[CH:14]=[C:13]([N+:15]([O-:17])=[O:16])[CH:12]=[CH:11][C:7]=1[C:8]([OH:10])=[O:9]. Product: [Cl:5][C:6]1[CH:14]=[C:13]([N+:15]([O-:17])=[O:16])[C:12]([N+:1]([O-:3])=[O:2])=[CH:11][C:7]=1[C:8]([OH:10])=[O:9]. The catalyst class is: 65. (5) Reactant: B(Br)(Br)Br.C(Cl)Cl.C1(C)C=CC=CC=1.[F:15][C:16]1[C:20]2[CH:21]=[CH:22][CH:23]=[C:24]([O:25]C)[C:19]=2[S:18][C:17]=1[CH2:27][C:28]1[CH:33]=[CH:32][CH:31]=[C:30]([C:34]([F:37])([F:36])[F:35])[CH:29]=1. Product: [F:15][C:16]1[C:20]2[CH:21]=[CH:22][CH:23]=[C:24]([OH:25])[C:19]=2[S:18][C:17]=1[CH2:27][C:28]1[CH:33]=[CH:32][CH:31]=[C:30]([C:34]([F:36])([F:35])[F:37])[CH:29]=1. The catalyst class is: 6. (6) Reactant: C([O-])([O-])=O.[K+].[K+].[CH2:7]([N:9]([CH2:14][CH3:15])[C:10](=[O:13])[CH2:11]Cl)[CH3:8].CN(C=O)C.[Cl:21][C:22]1[C:31]([OH:32])=[C:30]([S:33]([CH2:36][CH3:37])(=[O:35])=[O:34])[CH:29]=[CH:28][C:23]=1[C:24]([O:26][CH3:27])=[O:25]. Product: [Cl:21][C:22]1[C:31]([O:32][CH2:11][C:10]([N:9]([CH2:14][CH3:15])[CH2:7][CH3:8])=[O:13])=[C:30]([S:33]([CH2:36][CH3:37])(=[O:35])=[O:34])[CH:29]=[CH:28][C:23]=1[C:24]([O:26][CH3:27])=[O:25]. The catalyst class is: 6.